From a dataset of Full USPTO retrosynthesis dataset with 1.9M reactions from patents (1976-2016). Predict the reactants needed to synthesize the given product. (1) Given the product [F:37][C:28]1[C:27]2[O:26][CH2:25][CH:24]([NH:23][CH2:22][CH2:21][C:20]([C:12]3[C:13]4[C:18](=[CH:17][CH:16]=[C:15]([F:19])[CH:14]=4)[NH:10][CH:11]=3)=[O:38])[CH2:33][C:32]=2[C:31]([C:34]([NH2:36])=[O:35])=[CH:30][CH:29]=1, predict the reactants needed to synthesize it. The reactants are: C1(S([N:10]2[C:18]3[C:13](=[CH:14][C:15]([F:19])=[CH:16][CH:17]=3)[C:12]([C:20](=[O:38])[CH2:21][CH2:22][NH:23][CH:24]3[CH2:33][C:32]4[C:31]([C:34]([NH2:36])=[O:35])=[CH:30][CH:29]=[C:28]([F:37])[C:27]=4[O:26][CH2:25]3)=[CH:11]2)(=O)=O)C=CC=CC=1.O.C(=O)([O-])[O-].[K+].[K+]. (2) Given the product [CH2:29]([O:28][C:27](=[O:36])[N:26]([C@@H:15]([C:16]1[CH:21]=[CH:20][CH:19]=[C:18]([C:22]2[N:25]=[C:38]([CH3:39])[O:24][N:23]=2)[CH:17]=1)[CH2:14][N:11]1[CH2:12][CH2:13][C@H:9]([OH:8])[CH2:10]1)[CH3:37])[C:30]1[CH:35]=[CH:34][CH:33]=[CH:32][CH:31]=1, predict the reactants needed to synthesize it. The reactants are: [Si]([O:8][C@H:9]1[CH2:13][CH2:12][N:11]([CH2:14][C@@H:15]([N:26]([CH3:37])[C:27](=[O:36])[O:28][CH2:29][C:30]2[CH:35]=[CH:34][CH:33]=[CH:32][CH:31]=2)[C:16]2[CH:21]=[CH:20][CH:19]=[C:18]([C:22](=[NH:25])[NH:23][OH:24])[CH:17]=2)[CH2:10]1)(C(C)(C)C)(C)C.[C:38](OC(=O)C)(=O)[CH3:39].CCCC[N+](CCCC)(CCCC)CCCC.[F-]. (3) Given the product [F:8][C:9]1[CH:14]=[CH:13][CH:12]=[CH:11][C:10]=1[C:2]1[CH:3]=[N:4][CH:5]=[CH:6][CH:7]=1, predict the reactants needed to synthesize it. The reactants are: I[C:2]1[CH:3]=[N:4][CH:5]=[CH:6][CH:7]=1.[F:8][C:9]1[CH:14]=[CH:13][CH:12]=[CH:11][C:10]=1B(O)O.C(=O)([O-])[O-].[Na+].[Na+]. (4) Given the product [C:59]([O:58][C:56]([NH:55][C@@H:35]([C@@H:36]([O:47][Si:48]([C:51]([CH3:54])([CH3:53])[CH3:52])([CH3:50])[CH3:49])[C:37]1[CH:38]=[CH:39][C:40]([C:43]([F:45])([F:46])[CH3:44])=[CH:41][CH:42]=1)[CH2:34][N:26]([C:24]1[S:25][C:21]([C:13]2[CH:14]=[C:15]3[C:10](=[CH:11][CH:12]=2)[CH:9]=[N:8][C:7]([F:6])=[CH:16]3)=[CH:22][N:23]=1)[C:27](=[O:33])[O:28][C:29]([CH3:32])([CH3:31])[CH3:30])=[O:57])([CH3:60])([CH3:61])[CH3:62], predict the reactants needed to synthesize it. The reactants are: C([O-])(=O)C.[K+].[F:6][C:7]1[N:8]=[CH:9][C:10]2[C:15]([CH:16]=1)=[CH:14][C:13](B(O)O)=[CH:12][CH:11]=2.Br[C:21]1[S:25][C:24]([N:26]([CH2:34][C@@H:35]([NH:55][C:56]([O:58][C:59]([CH3:62])([CH3:61])[CH3:60])=[O:57])[C@@H:36]([O:47][Si:48]([C:51]([CH3:54])([CH3:53])[CH3:52])([CH3:50])[CH3:49])[C:37]2[CH:42]=[CH:41][C:40]([C:43]([F:46])([F:45])[CH3:44])=[CH:39][CH:38]=2)[C:27](=[O:33])[O:28][C:29]([CH3:32])([CH3:31])[CH3:30])=[N:23][CH:22]=1. (5) The reactants are: [CH3:1][C:2]([OH:16])([CH3:15])[CH2:3][C:4]1[N:5]([CH:9]2[CH2:14][CH2:13][CH2:12][CH2:11][O:10]2)[CH:6]=[CH:7][N:8]=1.C1C(=O)N([Br:24])C(=O)C1. Given the product [Br:24][C:7]1[N:8]=[C:4]([CH2:3][C:2]([CH3:1])([OH:16])[CH3:15])[N:5]([CH:9]2[CH2:14][CH2:13][CH2:12][CH2:11][O:10]2)[CH:6]=1, predict the reactants needed to synthesize it.